Dataset: Merck oncology drug combination screen with 23,052 pairs across 39 cell lines. Task: Regression. Given two drug SMILES strings and cell line genomic features, predict the synergy score measuring deviation from expected non-interaction effect. (1) Drug 1: Cn1nnc2c(C(N)=O)ncn2c1=O. Drug 2: CCc1cnn2c(NCc3ccc[n+]([O-])c3)cc(N3CCCCC3CCO)nc12. Cell line: OVCAR3. Synergy scores: synergy=6.10. (2) Drug 1: COc1cc(C2c3cc4c(cc3C(OC3OC5COC(C)OC5C(O)C3O)C3COC(=O)C23)OCO4)cc(OC)c1O. Drug 2: CCN(CC)CCNC(=O)c1c(C)[nH]c(C=C2C(=O)Nc3ccc(F)cc32)c1C. Cell line: SW620. Synergy scores: synergy=7.09. (3) Drug 1: O=C(CCCCCCC(=O)Nc1ccccc1)NO. Drug 2: CNC(=O)c1cc(Oc2ccc(NC(=O)Nc3ccc(Cl)c(C(F)(F)F)c3)cc2)ccn1. Cell line: HCT116. Synergy scores: synergy=0.575. (4) Drug 1: O=S1(=O)NC2(CN1CC(F)(F)F)C1CCC2Cc2cc(C=CCN3CCC(C(F)(F)F)CC3)ccc2C1. Drug 2: O=c1[nH]cc(F)c(=O)[nH]1. Cell line: VCAP. Synergy scores: synergy=11.5. (5) Drug 1: O=S1(=O)NC2(CN1CC(F)(F)F)C1CCC2Cc2cc(C=CCN3CCC(C(F)(F)F)CC3)ccc2C1. Drug 2: CC(=O)OC1C(=O)C2(C)C(O)CC3OCC3(OC(C)=O)C2C(OC(=O)c2ccccc2)C2(O)CC(OC(=O)C(O)C(NC(=O)c3ccccc3)c3ccccc3)C(C)=C1C2(C)C. Cell line: UWB1289BRCA1. Synergy scores: synergy=22.7.